From a dataset of Catalyst prediction with 721,799 reactions and 888 catalyst types from USPTO. Predict which catalyst facilitates the given reaction. Reactant: [CH:1]1[CH:2]=[CH:3][C:4]2[S:9][N:8]=[C:7]([N:10]3[CH2:15][CH2:14][N:13]([CH2:16][C@H:17]4[C@H:22]([CH2:23][N:24]5[C:34](=[O:35])[C@H:33]6[C@H:27]([C@H:28]7[CH2:32][C@@H:31]6[CH2:30][CH2:29]7)[C:25]5=[O:26])[CH2:21][CH2:20][CH2:19][CH2:18]4)[CH2:12][CH2:11]3)[C:5]=2[CH:6]=1.[ClH:36]. Product: [CH:1]1[CH:2]=[CH:3][C:4]2[S:9][N:8]=[C:7]([N:10]3[CH2:15][CH2:14][N:13]([CH2:16][C@H:17]4[C@H:22]([CH2:23][N:24]5[C:34](=[O:35])[C@H:33]6[C@H:27]([C@H:28]7[CH2:32][C@@H:31]6[CH2:30][CH2:29]7)[C:25]5=[O:26])[CH2:21][CH2:20][CH2:19][CH2:18]4)[CH2:12][CH2:11]3)[C:5]=2[CH:6]=1.[ClH:36]. The catalyst class is: 21.